Dataset: Catalyst prediction with 721,799 reactions and 888 catalyst types from USPTO. Task: Predict which catalyst facilitates the given reaction. (1) Reactant: [CH2:1]([O:3][C:4]1[CH:5]=[C:6]([OH:12])[CH:7]=[C:8]([CH2:10][OH:11])[CH:9]=1)[CH3:2].C(=O)([O-])[O-].[Cs+].[Cs+].[I-].[K+].Br[CH2:22][C:23]([CH3:27])([CH3:26])[CH2:24][OH:25]. Product: [CH2:1]([O:3][C:4]1[CH:5]=[C:6]([CH:7]=[C:8]([CH2:10][OH:11])[CH:9]=1)[O:12][CH2:22][C:23]([CH3:27])([CH3:26])[CH2:24][OH:25])[CH3:2]. The catalyst class is: 18. (2) Reactant: [CH2:1]([O:3][C:4]1[CH:5]=[CH:6][C:7]([C:10]([OH:12])=O)=[N:8][CH:9]=1)[CH3:2].C1N=CN(C(N2C=NC=C2)=O)C=1.CS(O)(=O)=O.[NH2:30][CH2:31][C:32]1[CH:33]=[C:34]2[C:38](=[CH:39][CH:40]=1)[C:37](=[O:41])[N:36]([CH:42]1[CH2:47][CH2:46][C:45](=[O:48])[NH:44][C:43]1=[O:49])[C:35]2=[O:50].O. Product: [O:49]=[C:43]1[CH:42]([N:36]2[C:35](=[O:50])[C:34]3[C:38](=[CH:39][CH:40]=[C:32]([CH2:31][NH:30][C:10]([C:7]4[CH:6]=[CH:5][C:4]([O:3][CH2:1][CH3:2])=[CH:9][N:8]=4)=[O:12])[CH:33]=3)[C:37]2=[O:41])[CH2:47][CH2:46][C:45](=[O:48])[NH:44]1. The catalyst class is: 405. (3) Reactant: Cl.[F:2][C:3]1([C:9]2[CH:14]=[CH:13][CH:12]=[CH:11][C:10]=2[C:15]([F:18])([F:17])[F:16])[CH2:8][CH2:7][NH:6][CH2:5][CH2:4]1.[C:19]([O:23][C:24]([N:26]1[CH2:31][CH2:30][C:29]2[NH:32][N:33]=[C:34]([C:35](O)=[O:36])[C:28]=2[CH2:27]1)=[O:25])([CH3:22])([CH3:21])[CH3:20].CCN(C(C)C)C(C)C.CCN=C=NCCCN(C)C.C1C=CC2N(O)N=NC=2C=1. Product: [F:2][C:3]1([C:9]2[CH:14]=[CH:13][CH:12]=[CH:11][C:10]=2[C:15]([F:16])([F:17])[F:18])[CH2:4][CH2:5][N:6]([C:35]([C:34]2[C:28]3[CH2:27][N:26]([C:24]([O:23][C:19]([CH3:22])([CH3:21])[CH3:20])=[O:25])[CH2:31][CH2:30][C:29]=3[NH:32][N:33]=2)=[O:36])[CH2:7][CH2:8]1. The catalyst class is: 18. (4) Reactant: [C:1]([O:5][C:6]([N:8]1[CH2:14][CH2:13][C:12](=[O:15])[N:11]([CH2:16][CH2:17][CH2:18][CH:19](OC)[O:20]C)[CH2:10][CH2:9]1)=[O:7])([CH3:4])([CH3:3])[CH3:2]. Product: [C:1]([O:5][C:6]([N:8]1[CH2:14][CH2:13][C:12](=[O:15])[N:11]([CH2:16][CH2:17][CH2:18][CH:19]=[O:20])[CH2:10][CH2:9]1)=[O:7])([CH3:4])([CH3:3])[CH3:2]. The catalyst class is: 15. (5) Reactant: [CH3:1][C:2]1([CH3:14])[CH2:7][CH2:6][N:5]([CH2:8][CH2:9][C:10]([CH3:13])([NH2:12])[CH3:11])[CH2:4][CH2:3]1.[C:15](ON1C(=O)CCC1=O)([O:17][CH2:18][C:19]1[CH:24]=[CH:23][CH:22]=[CH:21][CH:20]=1)=[O:16]. The catalyst class is: 1. Product: [CH3:1][C:2]1([CH3:14])[CH2:3][CH2:4][N:5]([CH2:8][CH2:9][C:10]([NH:12][C:15](=[O:16])[O:17][CH2:18][C:19]2[CH:24]=[CH:23][CH:22]=[CH:21][CH:20]=2)([CH3:13])[CH3:11])[CH2:6][CH2:7]1. (6) Reactant: [Br:1][C:2]1[CH:3]=[C:4]([CH:17]=[CH:18][CH:19]=1)[NH:5][C:6]1[C:7]2[N:15]=[C:14](F)[CH:13]=[CH:12][C:8]=2[N:9]=[CH:10][N:11]=1.[NH3:20]. Product: [NH2:20][C:14]1[CH:13]=[CH:12][C:8]2[N:9]=[CH:10][N:11]=[C:6]([NH:5][C:4]3[CH:17]=[CH:18][CH:19]=[C:2]([Br:1])[CH:3]=3)[C:7]=2[N:15]=1. The catalyst class is: 8. (7) Product: [CH2:13]([CH:10]1[C:11]2[C:6](=[CH:5][CH:4]=[C:3]([CH2:2][NH:1][S:32]([CH2:31][CH2:30][CH2:29][F:28])(=[O:34])=[O:33])[CH:12]=2)[CH2:7][CH2:8][CH:9]1[NH:20][C:21](=[O:27])[O:22][C:23]([CH3:24])([CH3:26])[CH3:25])[C:14]1[CH:15]=[CH:16][CH:17]=[CH:18][CH:19]=1. The catalyst class is: 112. Reactant: [NH2:1][CH2:2][C:3]1[CH:12]=[C:11]2[C:6]([CH2:7][CH2:8][CH:9]([NH:20][C:21](=[O:27])[O:22][C:23]([CH3:26])([CH3:25])[CH3:24])[CH:10]2[CH2:13][C:14]2[CH:19]=[CH:18][CH:17]=[CH:16][CH:15]=2)=[CH:5][CH:4]=1.[F:28][CH2:29][CH2:30][CH2:31][S:32](Cl)(=[O:34])=[O:33].